From a dataset of Reaction yield outcomes from USPTO patents with 853,638 reactions. Predict the reaction yield, written as a fraction of the theoretical maximum amount of product (1.0 means a 100% yield; for example, 0.34 means a 34% yield). (1) The reactants are [Cl:1][C:2]1[CH:7]=[CH:6][C:5]([OH:8])=[C:4]([O:9][C:10]2[CH:15]=[CH:14][CH:13]=[CH:12][CH:11]=2)[CH:3]=1.Br[C:17]1[CH:18]=[C:19]([CH3:24])[CH:20]=[C:21](Br)[CH:22]=1.[C:25](=[O:28])([O-])[O-:26].[Cs+].[Cs+].C[C:32]([CH3:43])([C:34](=O)[CH2:35][C:36](=[O:41])[C:37]([CH3:40])(C)C)C.N#N.CN1C[CH2:50][CH2:49][C:48]1=O. The product is [Cl:1][C:2]1[CH:7]=[CH:6][C:5]([O:8][C:17]2[CH:22]=[C:21]([CH:20]=[C:19]([CH3:24])[CH:18]=2)[O:41][C:36]2[CH:37]=[CH:40][C:48]([CH2:49][CH2:50][C:25]([OH:26])=[O:28])=[C:34]([CH2:32][CH3:43])[CH:35]=2)=[C:4]([O:9][C:10]2[CH:15]=[CH:14][CH:13]=[CH:12][CH:11]=2)[CH:3]=1. The catalyst is [Cu]Cl. The yield is 0.690. (2) The reactants are [CH3:1][C:2]1([C:5]#[C:6][C:7]2[CH:12]=[C:11]([N+:13]([O-:15])=[O:14])[CH:10]=[CH:9][C:8]=2[NH:16]C(=O)CCC)[CH2:4][CH2:3]1.CCCC[N+](CCCC)(CCCC)CCCC.[F-]. The catalyst is C1COCC1. The product is [CH3:1][C:2]1([C:5]2[NH:16][C:8]3[C:7]([CH:6]=2)=[CH:12][C:11]([N+:13]([O-:15])=[O:14])=[CH:10][CH:9]=3)[CH2:4][CH2:3]1. The yield is 0.710. (3) The reactants are C[C@H]1CO[C@@:5]2([O:9][C@H:8]3[CH2:10][C@H:11]4[C@@H:16]5[CH2:17][CH2:18][C@H:19]6[CH2:24][C@@H](O)C[CH2:21][C@:20]6([CH3:26])[C@H:15]5[CH2:14][C@@H:13]([OH:27])[C@:12]4([CH3:28])[C@H:7]3[C@@H:6]2C)CC1.[C:32]([OH:35])(=O)[CH3:33]. The catalyst is C(OC(=O)C)(=O)C. The product is [OH:35][C@H:32]1[CH2:33][CH2:26][C@@:20]2([CH3:21])[C@@H:19]([CH2:18][CH2:17][C@@H:16]3[C@@H:15]2[CH2:14][C@@H:13]([OH:27])[C@@:12]2([CH3:28])[C@H:11]3[CH2:5][CH:6]=[C:7]2[C:8](=[O:9])[CH3:10])[CH2:24]1. The yield is 0.910. (4) The reactants are [C:1]1([C:7]2[N:11]([S:12]([C:15]3[CH:20]=[CH:19][C:18]([C:21]([F:24])([F:23])[F:22])=[CH:17][CH:16]=3)(=[O:14])=[O:13])[CH:10]=[C:9]([CH:25]=[O:26])[CH:8]=2)[CH:6]=[CH:5][CH:4]=[CH:3][CH:2]=1.[Cl:27]N1C(=O)CCC1=O.O. The catalyst is CN(C)C=O. The product is [Cl:27][C:10]1[N:11]([S:12]([C:15]2[CH:20]=[CH:19][C:18]([C:21]([F:24])([F:22])[F:23])=[CH:17][CH:16]=2)(=[O:13])=[O:14])[C:7]([C:1]2[CH:2]=[CH:3][CH:4]=[CH:5][CH:6]=2)=[CH:8][C:9]=1[CH:25]=[O:26]. The yield is 0.610. (5) The reactants are [CH3:1][C:2]1[CH:7]=[C:6]([CH3:8])[N:5]=[C:4]([N:9]2[CH2:13][CH:12]3[CH2:14][N:15]([CH:17]=[O:18])[CH2:16][CH:11]3[CH2:10]2)[N:3]=1.C([Sn](CCCC)(CCCC)[C:24]1[N:29]=[CH:28][CH:27]=[CH:26][N:25]=1)CCC.O1[CH2:43][CH2:42]OCC1. The catalyst is [Cu](I)I.C1C=CC([P]([Pd]([P](C2C=CC=CC=2)(C2C=CC=CC=2)C2C=CC=CC=2)([P](C2C=CC=CC=2)(C2C=CC=CC=2)C2C=CC=CC=2)[P](C2C=CC=CC=2)(C2C=CC=CC=2)C2C=CC=CC=2)(C2C=CC=CC=2)C2C=CC=CC=2)=CC=1. The product is [CH3:8][C:6]1[CH:7]=[C:2]([CH3:1])[N:3]=[C:4]([N:9]2[CH2:13][CH:12]3[CH2:14][N:15]([C:17]([C:1]4[C:2]([C:24]5[N:25]=[CH:26][CH:27]=[CH:28][N:29]=5)=[N:3][CH:4]=[CH:42][CH:43]=4)=[O:18])[CH2:16][CH:11]3[CH2:10]2)[N:5]=1. The yield is 0.640.